Dataset: Full USPTO retrosynthesis dataset with 1.9M reactions from patents (1976-2016). Task: Predict the reactants needed to synthesize the given product. (1) Given the product [NH2:4][C:5]1[C:6]([Cl:15])=[C:7]([CH:11]=[CH:12][C:13]=1[Cl:14])[C:8]([OH:10])=[O:9], predict the reactants needed to synthesize it. The reactants are: C([NH:4][C:5]1[C:6]([Cl:15])=[C:7]([CH:11]=[CH:12][C:13]=1[Cl:14])[C:8]([OH:10])=[O:9])(=O)C.CC(O)=O. (2) Given the product [F:28][C:22]1[N:23]=[CH:24][C:25]2[C:20]([CH:21]=1)=[CH:19][C:18]([C:15]1[S:14][C:13]([CH2:12][CH2:11][C@@H:10]([NH:29][C:30](=[O:36])[O:31][C:32]([CH3:34])([CH3:33])[CH3:35])[C@@H:9]([OH:8])[C:37]3[CH:38]=[CH:39][C:40]([C:43]([F:45])([F:46])[F:44])=[CH:41][CH:42]=3)=[N:17][CH:16]=1)=[CH:27][CH:26]=2, predict the reactants needed to synthesize it. The reactants are: [Si]([O:8][C@@H:9]([C:37]1[CH:42]=[CH:41][C:40]([C:43]([F:46])([F:45])[F:44])=[CH:39][CH:38]=1)[C@H:10]([NH:29][C:30](=[O:36])[O:31][C:32]([CH3:35])([CH3:34])[CH3:33])[CH2:11][CH2:12][C:13]1[S:14][C:15]([C:18]2[CH:19]=[C:20]3[C:25](=[CH:26][CH:27]=2)[CH:24]=[N:23][C:22]([F:28])=[CH:21]3)=[CH:16][N:17]=1)(C(C)(C)C)(C)C.[F-].C([N+](CCCC)(CCCC)CCCC)CCC. (3) Given the product [Si:27]([O:34][CH2:35][CH2:36][C:37]1[S:41][C:40]([CH2:42][CH2:43][N:24]2[CH2:25][CH2:26][C:20]3([O:19][CH2:18][CH2:17][N:16]([C:14]([C:12]4[N:13]=[C:9]([CH3:8])[S:10][CH:11]=4)=[O:15])[CH2:21]3)[CH2:22][CH2:23]2)=[CH:39][CH:38]=1)([C:30]([CH3:31])([CH3:33])[CH3:32])([CH3:29])[CH3:28], predict the reactants needed to synthesize it. The reactants are: FC(F)(F)C(O)=O.[CH3:8][C:9]1[S:10][CH:11]=[C:12]([C:14]([N:16]2[CH2:21][C:20]3([CH2:26][CH2:25][NH:24][CH2:23][CH2:22]3)[O:19][CH2:18][CH2:17]2)=[O:15])[N:13]=1.[Si:27]([O:34][CH2:35][CH2:36][C:37]1[S:41][C:40]([CH2:42][CH:43]=O)=[CH:39][CH:38]=1)([C:30]([CH3:33])([CH3:32])[CH3:31])([CH3:29])[CH3:28].C(O[BH-](OC(=O)C)OC(=O)C)(=O)C.[Na+]. (4) Given the product [Cl:1][C:2]1[N:3]=[CH:4][C:5]([C:8]([OH:10])=[O:9])=[N:6][CH:7]=1, predict the reactants needed to synthesize it. The reactants are: [Cl:1][C:2]1[N:3]=[CH:4][C:5]([C:8]([O:10]C)=[O:9])=[N:6][CH:7]=1.C(=O)([O-])[O-].[K+].[K+]. (5) Given the product [N+:1]([C:4]1[CH:9]=[CH:8][C:7]([O:10][CH2:14][C:15]([OH:17])=[O:16])=[CH:6][CH:5]=1)([O-:3])=[O:2], predict the reactants needed to synthesize it. The reactants are: [N+:1]([C:4]1[CH:9]=[CH:8][C:7]([OH:10])=[CH:6][CH:5]=1)([O-:3])=[O:2].[H-].[Na+].Br[CH2:14][C:15]([OH:17])=[O:16].Cl. (6) Given the product [Br:1][C:2]1[CH:3]=[C:4]([CH2:12][CH2:13][CH2:14][CH2:15][N:17]2[CH2:21][CH2:20][CH2:19][CH2:18]2)[N:5]2[C:10]=1[C:9]([NH2:11])=[N:8][CH:7]=[N:6]2, predict the reactants needed to synthesize it. The reactants are: [Br:1][C:2]1[CH:3]=[C:4]([CH2:12][CH2:13][CH2:14][CH2:15]Br)[N:5]2[C:10]=1[C:9]([NH2:11])=[N:8][CH:7]=[N:6]2.[NH:17]1[CH2:21][CH2:20][CH2:19][CH2:18]1.C(N(CC)CC)C.[I-].[Na+].